The task is: Predict which catalyst facilitates the given reaction.. This data is from Catalyst prediction with 721,799 reactions and 888 catalyst types from USPTO. Reactant: C(N(CC)CC)C.[NH:8]1[CH2:12][CH2:11][CH2:10][CH2:9]1.[NH:13]1[C:21]2[C:16](=[N:17][CH:18]=[CH:19][CH:20]=2)[C:15]([CH2:22][C:23](OCC)=[O:24])=[CH:14]1. Product: [N:8]1([C:23](=[O:24])[CH2:22][C:15]2[C:16]3=[N:17][CH:18]=[CH:19][CH:20]=[C:21]3[NH:13][CH:14]=2)[CH2:12][CH2:11][CH2:10][CH2:9]1. The catalyst class is: 214.